Dataset: TCR-epitope binding with 47,182 pairs between 192 epitopes and 23,139 TCRs. Task: Binary Classification. Given a T-cell receptor sequence (or CDR3 region) and an epitope sequence, predict whether binding occurs between them. The epitope is RLRAEAQVK. The TCR CDR3 sequence is CASSLQVQETQYF. Result: 0 (the TCR does not bind to the epitope).